This data is from Reaction yield outcomes from USPTO patents with 853,638 reactions. The task is: Predict the reaction yield, written as a fraction of the theoretical maximum amount of product (1.0 means a 100% yield; for example, 0.34 means a 34% yield). The reactants are [I:1][C:2]1[CH:8]=[C:7]([N+:9]([O-:11])=[O:10])[CH:6]=[CH:5][C:3]=1[NH2:4].[Si:12]([O:19][CH2:20][CH:21]=O)([C:15]([CH3:18])([CH3:17])[CH3:16])([CH3:14])[CH3:13].C(O)(C(F)(F)F)=O.[BH3-]C#N.[Na+]. The catalyst is CO. The product is [C:15]([Si:12]([CH3:14])([CH3:13])[O:19][CH2:20][CH2:21][NH:4][C:3]1[CH:5]=[CH:6][C:7]([N+:9]([O-:11])=[O:10])=[CH:8][C:2]=1[I:1])([CH3:18])([CH3:17])[CH3:16]. The yield is 0.250.